Dataset: Experimentally validated miRNA-target interactions with 360,000+ pairs, plus equal number of negative samples. Task: Binary Classification. Given a miRNA mature sequence and a target amino acid sequence, predict their likelihood of interaction. The miRNA is hsa-miR-5693 with sequence GCAGUGGCUCUGAAAUGAACUC. The protein sequence of the target gene is MTERFDCHHCNESLFGKKYILREESPYCVVCFETLFANTCEECGKPIGCDCKDLSYKDRHWHEACFHCSQCRNSLVDKPFAAKEDQLLCTDCYSNEYSSKCQECKKTIMPGTRKMEYKGSSWHETCFICHRCQQPIGTKSFIPKDNQNFCVPCYEKQHAMQCVQCKKPITTGGVTYREQPWHKECFVCTACRKQLSGQRFTARDDFAYCLNCFCDLYAKKCAGCTNPISGLGGTKYISFEERQWHNDCFNCKKCSLSLVGRGFLTERDDILCPDCGKDI. Result: 1 (interaction).